Dataset: Reaction yield outcomes from USPTO patents with 853,638 reactions. Task: Predict the reaction yield, written as a fraction of the theoretical maximum amount of product (1.0 means a 100% yield; for example, 0.34 means a 34% yield). (1) The reactants are [Cl:1][C:2]1[CH:3]=[C:4]([N:10]2[CH:22]([CH:23]3[CH2:27][CH2:26][CH2:25][CH2:24]3)[CH:21]3[C:12]([C:13]4[CH:14]=[CH:15][C:16]([C:28]([O:30]C)=[O:29])=[N:17][C:18]=4[CH2:19][CH2:20]3)=[N:11]2)[CH:5]=[CH:6][C:7]=1[C:8]#[N:9].[OH-].[Na+].CO. The catalyst is O1CCCC1. The product is [Cl:1][C:2]1[CH:3]=[C:4]([N:10]2[CH:22]([CH:23]3[CH2:27][CH2:26][CH2:25][CH2:24]3)[CH:21]3[C:12]([C:13]4[CH:14]=[CH:15][C:16]([C:28]([OH:30])=[O:29])=[N:17][C:18]=4[CH2:19][CH2:20]3)=[N:11]2)[CH:5]=[CH:6][C:7]=1[C:8]#[N:9]. The yield is 0.590. (2) The reactants are F[C:2]1[CH:11]=[CH:10][CH:9]=[C:8]2[C:3]=1[C:4]([NH:12][C:13]1[CH:18]=[CH:17][C:16]([O:19][C:20]3[CH:21]=[N:22][C:23]([CH3:26])=[CH:24][CH:25]=3)=[C:15]([CH3:27])[CH:14]=1)=[N:5][CH:6]=[N:7]2.[NH2:28][CH2:29][C@H:30]([OH:32])[CH3:31]. No catalyst specified. The product is [NH2:28][CH2:29][C@@H:30]([CH3:31])[O:32][C:2]1[CH:11]=[CH:10][CH:9]=[C:8]2[C:3]=1[C:4]([NH:12][C:13]1[CH:18]=[CH:17][C:16]([O:19][C:20]3[CH:21]=[N:22][C:23]([CH3:26])=[CH:24][CH:25]=3)=[C:15]([CH3:27])[CH:14]=1)=[N:5][CH:6]=[N:7]2. The yield is 0.770. (3) The reactants are [F:1][C:2]1[CH:16]=[CH:15][C:5]([CH2:6][O:7][CH2:8][C:9]([NH:11][CH2:12][C:13]#[CH:14])=[O:10])=[CH:4][CH:3]=1.I[C:18]1[CH:23]=[CH:22][C:21]([OH:24])=[CH:20][CH:19]=1.C(NCC)C.NC1N=CC(C#CCNC(=O)COCC2C=CC(F)=CC=2)=CC=1. The catalyst is C1COCC1.Cl[Pd](Cl)([P](C1C=CC=CC=1)(C1C=CC=CC=1)C1C=CC=CC=1)[P](C1C=CC=CC=1)(C1C=CC=CC=1)C1C=CC=CC=1.[Cu](I)I. The product is [F:1][C:2]1[CH:3]=[CH:4][C:5]([CH2:6][O:7][CH2:8][C:9]([NH:11][CH2:12][C:13]#[C:14][C:18]2[CH:23]=[CH:22][C:21]([OH:24])=[CH:20][CH:19]=2)=[O:10])=[CH:15][CH:16]=1. The yield is 0.710. (4) The reactants are [Br:1][C:2]1[CH:3]=[C:4]([N+:9]([O-:11])=[O:10])[C:5](Cl)=[N:6][CH:7]=1.N12[CH2:22][CH2:21]CN=C1CCCCC2.[OH2:23]. The catalyst is C(O)C. The product is [Br:1][C:2]1[CH:3]=[C:4]([N+:9]([O-:11])=[O:10])[C:5]([O:23][CH2:21][CH3:22])=[N:6][CH:7]=1. The yield is 0.500. (5) The reactants are [O:1]1[CH2:6][CH2:5][CH:4]([NH2:7])[CH2:3][CH2:2]1.[CH:8](OCC)=[O:9]. No catalyst specified. The product is [O:1]1[CH2:6][CH2:5][CH:4]([NH:7][CH:8]=[O:9])[CH2:3][CH2:2]1. The yield is 0.900. (6) The reactants are Cl.[Br:2][C:3]1[CH:8]=[CH:7][C:6]([N:9]2[C:13]([CH2:14][C@@H:15]3[CH2:19][CH2:18][NH:17][CH2:16]3)=[N:12][NH:11][C:10]2=[O:20])=[CH:5][CH:4]=1.C(N(CC)C(C)C)(C)C.[C:30](Cl)(=[O:33])[CH2:31][CH3:32]. The catalyst is ClCCl. The product is [Br:2][C:3]1[CH:8]=[CH:7][C:6]([N:9]2[C:13]([CH2:14][C@@H:15]3[CH2:19][CH2:18][N:17]([C:30](=[O:33])[CH2:31][CH3:32])[CH2:16]3)=[N:12][NH:11][C:10]2=[O:20])=[CH:5][CH:4]=1. The yield is 0.610.